This data is from Catalyst prediction with 721,799 reactions and 888 catalyst types from USPTO. The task is: Predict which catalyst facilitates the given reaction. (1) Reactant: [F:1][C:2]1[CH:10]=[CH:9][C:5]([C:6]([OH:8])=O)=[C:4]([SH:11])[CH:3]=1.[C:12]([C:14]1[CH:19]=[CH:18][CH:17]=[CH:16][N:15]=1)#[N:13]. Product: [F:1][C:2]1[CH:10]=[CH:9][C:5]2[C:6](=[O:8])[N:13]=[C:12]([C:14]3[CH:19]=[CH:18][CH:17]=[CH:16][N:15]=3)[S:11][C:4]=2[CH:3]=1. The catalyst class is: 17. (2) Reactant: C(NCC)C.[C:6]1([C:12]2[N:13]=[C:14]([NH:17][C:18](=[O:50])[C@@H:19]([NH:42][C:43]([O:45][C:46]([CH3:49])([CH3:48])[CH3:47])=[O:44])[CH2:20][CH2:21][CH2:22][CH2:23][NH:24]C(OCC3C4C=CC=CC=4C4C3=CC=CC=4)=O)[S:15][CH:16]=2)[CH:11]=[CH:10][CH:9]=[CH:8][CH:7]=1.[S:51](N)([NH2:54])(=[O:53])=[O:52].O. Product: [O:50]=[C:18]([NH:17][C:14]1[S:15][CH:16]=[C:12]([C:6]2[CH:11]=[CH:10][CH:9]=[CH:8][CH:7]=2)[N:13]=1)[C@@H:19]([NH:42][C:43](=[O:44])[O:45][C:46]([CH3:49])([CH3:48])[CH3:47])[CH2:20][CH2:21][CH2:22][CH2:23][NH:24][S:51](=[O:53])(=[O:52])[NH2:54]. The catalyst class is: 135.